Dataset: CYP1A2 inhibition data for predicting drug metabolism from PubChem BioAssay. Task: Regression/Classification. Given a drug SMILES string, predict its absorption, distribution, metabolism, or excretion properties. Task type varies by dataset: regression for continuous measurements (e.g., permeability, clearance, half-life) or binary classification for categorical outcomes (e.g., BBB penetration, CYP inhibition). Dataset: cyp1a2_veith. (1) The drug is CC(C)CO/N=C1/C[C@@H](O)[C@@H](O)[C@H]2[C@@H]1CC[C@H]1C(=O)N(c3ccc(F)cc3F)C(=O)[C@H]21. The result is 0 (non-inhibitor). (2) The molecule is NS(=O)(=O)c1cc(C(=O)O)cc(N2CCCC2)c1Oc1ccccc1. The result is 0 (non-inhibitor). (3) The result is 1 (inhibitor). The drug is C=CCSc1nc(C)cc(/C=C\c2ccccc2)c1C#N.